The task is: Predict the reaction yield, written as a fraction of the theoretical maximum amount of product (1.0 means a 100% yield; for example, 0.34 means a 34% yield).. This data is from Reaction yield outcomes from USPTO patents with 853,638 reactions. (1) The reactants are Br[C:2]1[CH:3]=[C:4]([CH:35]=[CH:36][CH:37]=1)[C:5]([NH:7][C:8]1[N:9]=[N:10][C:11]([N:14]2[C:18]([C:19]([F:22])([F:21])[F:20])=[CH:17][C:16]([C:23]3[CH:24]=[N:25][C:26]([N:29]4[CH2:34][CH2:33][O:32][CH2:31][CH2:30]4)=[CH:27][CH:28]=3)=[N:15]2)=[CH:12][CH:13]=1)=[O:6].[F:38][C:39]1[CH:44]=[CH:43][C:42](B(O)O)=[CH:41][N:40]=1.C(=O)([O-])[O-].[Cs+].[Cs+]. The catalyst is CN(C)C=O. The product is [F:38][C:39]1[N:40]=[CH:41][C:42]([C:2]2[CH:3]=[C:4]([CH:35]=[CH:36][CH:37]=2)[C:5]([NH:7][C:8]2[N:9]=[N:10][C:11]([N:14]3[C:18]([C:19]([F:21])([F:20])[F:22])=[CH:17][C:16]([C:23]4[CH:24]=[N:25][C:26]([N:29]5[CH2:30][CH2:31][O:32][CH2:33][CH2:34]5)=[CH:27][CH:28]=4)=[N:15]3)=[CH:12][CH:13]=2)=[O:6])=[CH:43][CH:44]=1. The yield is 0.630. (2) The reactants are [NH2:1][C:2]1[N:9]=[CH:8][C:7]([Br:10])=[CH:6][C:3]=1[CH:4]=O.[NH2:11][C:12](N)=[O:13]. No catalyst specified. The product is [Br:10][C:7]1[CH:8]=[N:9][C:2]2[N:1]=[C:12]([OH:13])[N:11]=[CH:4][C:3]=2[CH:6]=1. The yield is 0.930. (3) The reactants are Br[C:2]1[N:10]([CH2:11][C:12]2[CH:17]=[CH:16][C:15]([O:18][CH3:19])=[CH:14][CH:13]=2)[C:9]2[C:8](=[O:20])[N:7]3[C:21]([CH3:24])=[N:22][N:23]=[C:6]3[N:5]([CH2:25][CH2:26][CH2:27][CH2:28][CH3:29])[C:4]=2[N:3]=1.[CH3:30][N:31]1[CH:35]=[C:34](B2OC(C)(C)C(C)(C)O2)[CH:33]=[N:32]1.C(=O)([O-])[O-].[Na+].[Na+].C1(C)C=CC=CC=1. The catalyst is C1C=CC([P]([Pd]([P](C2C=CC=CC=2)(C2C=CC=CC=2)C2C=CC=CC=2)([P](C2C=CC=CC=2)(C2C=CC=CC=2)C2C=CC=CC=2)[P](C2C=CC=CC=2)(C2C=CC=CC=2)C2C=CC=CC=2)(C2C=CC=CC=2)C2C=CC=CC=2)=CC=1. The product is [CH3:19][O:18][C:15]1[CH:16]=[CH:17][C:12]([CH2:11][N:10]2[C:9]3[C:8](=[O:20])[N:7]4[C:21]([CH3:24])=[N:22][N:23]=[C:6]4[N:5]([CH2:25][CH2:26][CH2:27][CH2:28][CH3:29])[C:4]=3[N:3]=[C:2]2[C:34]2[CH:33]=[N:32][N:31]([CH3:30])[CH:35]=2)=[CH:13][CH:14]=1. The yield is 0.370. (4) The reactants are [Cl:1][C:2]1[S:6][C:5]([C:7]([O:9][CH3:10])=[O:8])=[CH:4][C:3]=1/[C:11](/[N:14]([CH2:17][CH3:18])[N:15]=[CH2:16])=[CH:12]/C.[Cl:19]N1C(=O)CCC1=O. The catalyst is C1COCC1. The product is [Cl:1][C:2]1[S:6][C:5]([C:7]([O:9][CH3:10])=[O:8])=[CH:4][C:3]=1[C:11]1[N:14]([CH2:17][CH3:18])[N:15]=[CH:16][C:12]=1[Cl:19]. The yield is 0.830. (5) The reactants are [Si:1]([O:8][CH:9]1[CH2:14][CH2:13][N:12]([C:15]([C:28]2[CH:33]=[CH:32][CH:31]=[CH:30][CH:29]=2)([C:22]2[CH:27]=[CH:26][CH:25]=[CH:24][CH:23]=2)[C:16]2[CH:21]=[CH:20][CH:19]=[CH:18][CH:17]=2)[CH2:11]/[C:10]/1=[CH:34]\[CH2:35]O)([C:4]([CH3:7])([CH3:6])[CH3:5])([CH3:3])[CH3:2].[CH2:37]([O:39][C:40]([C:42]1[CH:43]=[N:44][NH:45][CH:46]=1)=[O:41])[CH3:38]. No catalyst specified. The product is [Si:1]([O:8][CH:9]1[CH2:14][CH2:13][N:12]([C:15]([C:28]2[CH:29]=[CH:30][CH:31]=[CH:32][CH:33]=2)([C:22]2[CH:27]=[CH:26][CH:25]=[CH:24][CH:23]=2)[C:16]2[CH:17]=[CH:18][CH:19]=[CH:20][CH:21]=2)[CH2:11]/[C:10]/1=[CH:34]\[CH2:35][N:44]1[CH:43]=[C:42]([C:40]([O:39][CH2:37][CH3:38])=[O:41])[CH:46]=[N:45]1)([C:4]([CH3:7])([CH3:6])[CH3:5])([CH3:2])[CH3:3]. The yield is 0.830.